Dataset: Forward reaction prediction with 1.9M reactions from USPTO patents (1976-2016). Task: Predict the product of the given reaction. Given the reactants C[O:2][C:3](=[O:34])[C@@H:4]([CH2:27][CH:28]1[CH2:33][CH2:32][CH2:31][CH2:30][CH2:29]1)[CH2:5][CH2:6][NH:7][C@@H:8]1[C@@H:17]([O:18][CH3:19])[CH2:16][C:15]2[C:10](=[CH:11][C:12]([C:20](=[O:22])[NH2:21])=[CH:13][CH:14]=2)[C:9]1([CH2:25][CH3:26])[CH2:23][CH3:24].[OH-].[Na+], predict the reaction product. The product is: [C:20]([C:12]1[CH:11]=[C:10]2[C:15]([CH2:16][C@H:17]([O:18][CH3:19])[C@@H:8]([NH:7][CH2:6][CH2:5][C@H:4]([CH2:27][CH:28]3[CH2:29][CH2:30][CH2:31][CH2:32][CH2:33]3)[C:3]([OH:34])=[O:2])[C:9]2([CH2:23][CH3:24])[CH2:25][CH3:26])=[CH:14][CH:13]=1)(=[O:22])[NH2:21].